From a dataset of NCI-60 drug combinations with 297,098 pairs across 59 cell lines. Regression. Given two drug SMILES strings and cell line genomic features, predict the synergy score measuring deviation from expected non-interaction effect. Drug 1: CC12CCC(CC1=CCC3C2CCC4(C3CC=C4C5=CN=CC=C5)C)O. Drug 2: CCC1(CC2CC(C3=C(CCN(C2)C1)C4=CC=CC=C4N3)(C5=C(C=C6C(=C5)C78CCN9C7C(C=CC9)(C(C(C8N6C=O)(C(=O)OC)O)OC(=O)C)CC)OC)C(=O)OC)O.OS(=O)(=O)O. Cell line: OVCAR-4. Synergy scores: CSS=25.8, Synergy_ZIP=0.969, Synergy_Bliss=7.38, Synergy_Loewe=4.67, Synergy_HSA=8.98.